Predict the reactants needed to synthesize the given product. From a dataset of Full USPTO retrosynthesis dataset with 1.9M reactions from patents (1976-2016). (1) Given the product [F:12][C:13]([F:26])([F:25])[S:14]([O:8][C:7]1[CH:6]=[CH:5][C:4]([C:9](=[O:11])[CH3:10])=[CH:3][C:2]=1[F:1])(=[O:16])=[O:15], predict the reactants needed to synthesize it. The reactants are: [F:1][C:2]1[CH:3]=[C:4]([C:9](=[O:11])[CH3:10])[CH:5]=[CH:6][C:7]=1[OH:8].[F:12][C:13]([F:26])([F:25])[S:14](O[S:14]([C:13]([F:26])([F:25])[F:12])(=[O:16])=[O:15])(=[O:16])=[O:15]. (2) Given the product [OH:53][CH:3]1[C:2](=[O:1])[N:25]([CH2:26][CH2:27][CH2:28][CH2:29][CH2:30][CH2:31][C:32]([OH:34])=[O:33])[C:6]2=[N:7][C:8]([C:18]3[CH:23]=[CH:22][C:21]([CH3:24])=[CH:20][CH:19]=3)=[C:9]([C:11]3[CH:12]=[CH:13][C:14]([CH3:17])=[CH:15][CH:16]=3)[N:10]=[C:5]2[CH2:4]1, predict the reactants needed to synthesize it. The reactants are: [O:1]=[C:2]1[N:25]([CH2:26][CH2:27][CH2:28][CH2:29][CH2:30][CH2:31][C:32]([OH:34])=[O:33])[C:6]2=[N:7][C:8]([C:18]3[CH:23]=[CH:22][C:21]([CH3:24])=[CH:20][CH:19]=3)=[C:9]([C:11]3[CH:16]=[CH:15][C:14]([CH3:17])=[CH:13][CH:12]=3)[N:10]=[C:5]2[CH2:4][CH2:3]1.C[Si]([N-][Si](C)(C)C)(C)C.[Li+].CC1(C)C23[C@@]4(ON4S(=O)(=[O:53])C2)C(Cl)(Cl)[C@H]1CC3. (3) Given the product [CH:19]1([NH:22][C:13]([NH:6][C:4]([C:3]2[C:2]([Cl:1])=[N:10][C:9]([Cl:11])=[C:8]([F:12])[CH:7]=2)=[O:5])=[O:17])[CH2:21][CH2:20]1, predict the reactants needed to synthesize it. The reactants are: [Cl:1][C:2]1[N:10]=[C:9]([Cl:11])[C:8]([F:12])=[CH:7][C:3]=1[C:4]([NH2:6])=[O:5].[C:13](Cl)(=[O:17])C(Cl)=O.[CH:19]1([NH2:22])[CH2:21][CH2:20]1. (4) Given the product [CH2:1]([O:8][C:9]1[CH:10]=[C:11]([C:26]2[O:30][N:29]=[C:28]([C:31]3[CH:32]=[CH:33][N+:34]([O-:42])=[CH:35][CH:36]=3)[N:27]=2)[CH:12]=[C:13]([N+:23]([O-:25])=[O:24])[C:14]=1[O:15][CH2:16][C:17]1[CH:18]=[CH:19][CH:20]=[CH:21][CH:22]=1)[C:2]1[CH:7]=[CH:6][CH:5]=[CH:4][CH:3]=1, predict the reactants needed to synthesize it. The reactants are: [CH2:1]([O:8][C:9]1[CH:10]=[C:11]([C:26]2[O:30][N:29]=[C:28]([C:31]3[CH:36]=[CH:35][N:34]=[CH:33][CH:32]=3)[N:27]=2)[CH:12]=[C:13]([N+:23]([O-:25])=[O:24])[C:14]=1[O:15][CH2:16][C:17]1[CH:22]=[CH:21][CH:20]=[CH:19][CH:18]=1)[C:2]1[CH:7]=[CH:6][CH:5]=[CH:4][CH:3]=1.ClC1C=C(C=CC=1)C(OO)=[O:42].O.C(OCC)C. (5) Given the product [CH3:3][O:4][C:5]([C:7]1([O:22][CH3:23])[CH2:11][CH2:10][N:9]([C:12]([O:14][CH2:15][C:16]2[CH:21]=[CH:20][CH:19]=[CH:18][CH:17]=2)=[O:13])[CH2:8]1)=[O:6], predict the reactants needed to synthesize it. The reactants are: [H-].[Na+].[CH3:3][O:4][C:5]([C:7]1([OH:22])[CH2:11][CH2:10][N:9]([C:12]([O:14][CH2:15][C:16]2[CH:21]=[CH:20][CH:19]=[CH:18][CH:17]=2)=[O:13])[CH2:8]1)=[O:6].[CH3:23]I.O. (6) Given the product [O:18]=[C:17]1[C:2]([C:1]#[N:3])=[CH:25][NH:24][C:23]2[CH:22]=[CH:21][S:20][C:19]1=2, predict the reactants needed to synthesize it. The reactants are: [C:1](#[N:3])[CH3:2].C([Li])CCC.CCCCCC.CO[C:17]([C:19]1[S:20][CH:21]=[CH:22][C:23]=1[N:24]=[CH:25]N(C)C)=[O:18]. (7) Given the product [C:13]([CH:12]([C:6]1[CH:7]=[CH:8][C:9]([O:10][CH3:11])=[C:4]([O:3][CH3:2])[CH:5]=1)[C:15]([O:16][CH2:17][CH3:18])=[O:19])#[N:14], predict the reactants needed to synthesize it. The reactants are: [Na].[CH3:2][O:3][C:4]1[CH:5]=[C:6]([CH2:12][C:13]#[N:14])[CH:7]=[CH:8][C:9]=1[O:10][CH3:11].[C:15](=O)([O:19]CC)[O:16][CH2:17][CH3:18]. (8) Given the product [C:2]([O:20][C:19](=[O:21])[C@H:12]([CH2:13][C@@H:14]([CH3:18])[C:15]([O:17][C:22]([CH3:23])([CH3:24])[CH3:25])=[O:16])[NH:11][C:9]([O:8][CH2:1][C:2]1[CH:3]=[CH:4][CH:5]=[CH:6][CH:7]=1)=[O:10])([CH3:7])([CH3:3])[CH3:1], predict the reactants needed to synthesize it. The reactants are: [CH2:1]([O:8][C:9]([NH:11][C@H:12]([C:19]([OH:21])=[O:20])[CH2:13][C@@H:14]([CH3:18])[C:15]([OH:17])=[O:16])=[O:10])[C:2]1[CH:7]=[CH:6][CH:5]=[CH:4][CH:3]=1.[C:22](OC(=NC(C)C)NC(C)C)([CH3:25])([CH3:24])[CH3:23]. (9) Given the product [BrH:12].[CH2:7]([O:9][C:10](=[O:13])[CH2:11][N:6]1[CH:5]=[CH:4][S:3][C:2]1=[NH:1])[CH3:8], predict the reactants needed to synthesize it. The reactants are: [NH2:1][C:2]1[S:3][CH:4]=[CH:5][N:6]=1.[CH2:7]([O:9][C:10](=[O:13])[CH2:11][Br:12])[CH3:8].